Dataset: Forward reaction prediction with 1.9M reactions from USPTO patents (1976-2016). Task: Predict the product of the given reaction. Given the reactants [C:1]([C:3]1[CH:4]=[CH:5][CH:6]=[C:7]2[C:11]=1[N:10]([CH2:12][C:13]([OH:15])=[O:14])[CH:9]=[CH:8]2)#[N:2].[H][H], predict the reaction product. The product is: [NH2:2][CH2:1][C:3]1[CH:4]=[CH:5][CH:6]=[C:7]2[C:11]=1[N:10]([CH2:12][C:13]([OH:15])=[O:14])[CH:9]=[CH:8]2.